Task: Predict which catalyst facilitates the given reaction.. Dataset: Catalyst prediction with 721,799 reactions and 888 catalyst types from USPTO (1) Reactant: [NH:1]1[CH2:6][CH2:5][CH2:4][C@H:3]([C:7]([O:9][CH2:10][CH3:11])=[O:8])[CH2:2]1.[Br:12][CH2:13][C:14]([C:16]1[CH:23]=[CH:22][C:19]([C:20]#[N:21])=[CH:18][CH:17]=1)=[O:15]. Product: [BrH:12].[C:20]([C:19]1[CH:22]=[CH:23][C:16]([C:14](=[O:15])[CH2:13][N:1]2[CH2:6][CH2:5][CH2:4][C@H:3]([C:7]([O:9][CH2:10][CH3:11])=[O:8])[CH2:2]2)=[CH:17][CH:18]=1)#[N:21]. The catalyst class is: 11. (2) Reactant: [H-].[Na+].[C:3]([C:5]1[S:6][C:7]2[CH:13]=[C:12]([OH:14])[CH:11]=[CH:10][C:8]=2[CH:9]=1)#[N:4].[CH2:15](Br)[CH:16]=[CH2:17].O. Product: [CH2:17]([O:14][C:12]1[CH:11]=[CH:10][C:8]2[CH:9]=[C:5]([C:3]#[N:4])[S:6][C:7]=2[CH:13]=1)[CH:16]=[CH2:15]. The catalyst class is: 16. (3) Reactant: CS([O:5][CH:6]1[CH2:10][CH2:9][CH2:8][CH2:7]1)(=O)=O.O[C:12]1[CH:17]=[C:16]([CH3:18])[C:15]([C:19]2[CH:24]=[CH:23][CH:22]=[C:21]([CH2:25][O:26][C:27]3[CH:40]=[CH:39][C:30]4[C@H:31]([CH2:34][C:35]([O:37][CH3:38])=[O:36])[CH2:32][O:33][C:29]=4[CH:28]=3)[CH:20]=2)=[C:14]([CH3:41])[CH:13]=1.C(=O)([O-])[O-].[Cs+].[Cs+].O. Product: [CH:6]1([O:5][C:12]2[CH:13]=[C:14]([CH3:41])[C:15]([C:19]3[CH:24]=[CH:23][CH:22]=[C:21]([CH2:25][O:26][C:27]4[CH:40]=[CH:39][C:30]5[C@H:31]([CH2:34][C:35]([O:37][CH3:38])=[O:36])[CH2:32][O:33][C:29]=5[CH:28]=4)[CH:20]=3)=[C:16]([CH3:18])[CH:17]=2)[CH2:10][CH2:9][CH2:8][CH2:7]1. The catalyst class is: 9. (4) Reactant: [NH2:1][C:2]1[C:3]([NH:10][CH2:11][C:12]([CH3:15])([OH:14])[CH3:13])=[N:4][C:5]([CH3:9])=[N:6][C:7]=1[Cl:8].[Cl:16][C:17]1[CH:24]=[CH:23][CH:22]=[CH:21][C:18]=1[CH:19]=O.C1(C)C=CC(S(O)(=O)=O)=CC=1.C(C1C(=O)C(Cl)=C(Cl)C(=O)C=1C#N)#N. Product: [Cl:8][C:7]1[N:6]=[C:5]([CH3:9])[N:4]=[C:3]2[C:2]=1[N:1]=[C:19]([C:18]1[CH:21]=[CH:22][CH:23]=[CH:24][C:17]=1[Cl:16])[N:10]2[CH2:11][C:12]([CH3:15])([OH:14])[CH3:13]. The catalyst class is: 451. (5) Reactant: [CH2:1]([O:3][CH:4]([CH2:10][C:11]1[CH:16]=[CH:15][C:14]([NH:17][CH2:18]/[CH:19]=[CH:20]/[C:21]2[CH:26]=[CH:25][C:24]([O:27][S:28]([CH3:31])(=[O:30])=[O:29])=[CH:23][CH:22]=2)=[CH:13][CH:12]=1)[C:5]([O:7]CC)=[O:6])[CH3:2].[OH-].[Li+]. Product: [CH2:1]([O:3][CH:4]([CH2:10][C:11]1[CH:12]=[CH:13][C:14]([NH:17][CH2:18]/[CH:19]=[CH:20]/[C:21]2[CH:22]=[CH:23][C:24]([O:27][S:28]([CH3:31])(=[O:29])=[O:30])=[CH:25][CH:26]=2)=[CH:15][CH:16]=1)[C:5]([OH:7])=[O:6])[CH3:2]. The catalyst class is: 24. (6) Reactant: [CH:1]1([CH2:6][NH:7][C@H:8]2[C@H:13]([C:14]3[CH:19]=[CH:18][C:17]([C:20]([F:23])([F:22])[F:21])=[CH:16][CH:15]=3)[O:12][C@H:11]([CH2:24][C:25]([O:27][CH3:28])=[O:26])[CH2:10][CH2:9]2)[CH2:5][CH2:4][CH2:3][CH2:2]1.[CH3:29][CH:30]([CH3:33])[CH:31]=O.C(O[BH-](OC(=O)C)OC(=O)C)(=O)C.[Na+]. Product: [CH:1]1([CH2:6][N:7]([CH2:29][CH:30]([CH3:33])[CH3:31])[C@H:8]2[C@H:13]([C:14]3[CH:15]=[CH:16][C:17]([C:20]([F:22])([F:23])[F:21])=[CH:18][CH:19]=3)[O:12][C@H:11]([CH2:24][C:25]([O:27][CH3:28])=[O:26])[CH2:10][CH2:9]2)[CH2:5][CH2:4][CH2:3][CH2:2]1. The catalyst class is: 1. (7) Reactant: [F:1][C:2]1[C:7]([CH2:8]O)=[C:6]([F:10])[CH:5]=[CH:4][C:3]=1[OH:11].P(Br)(Br)[Br:13]. Product: [Br:13][CH2:8][C:7]1[C:2]([F:1])=[C:3]([OH:11])[CH:4]=[CH:5][C:6]=1[F:10]. The catalyst class is: 27. (8) Reactant: [CH3:1][O:2][C:3]1[C:4]2[CH2:5][C:6]3[CH2:10][N:9]([C@@H:11]([CH2:15][CH:16]4[CH2:21][CH2:20][CH2:19][CH2:18][CH2:17]4)[C:12](O)=[O:13])[C:8](=[O:22])[C:7]=3[O:23][C:24]=2[CH:25]=[CH:26][CH:27]=1.C(Cl)(=O)C(Cl)=O.[Cl:34][C:35]1[CH:36]=[CH:37][C:38]([NH2:41])=[N:39][CH:40]=1. The catalyst class is: 34. Product: [Cl:34][C:35]1[CH:36]=[CH:37][C:38]([NH:41][C:12](=[O:13])[C@@H:11]([N:9]2[CH2:10][C:6]3[CH2:5][C:4]4[C:3]([O:2][CH3:1])=[CH:27][CH:26]=[CH:25][C:24]=4[O:23][C:7]=3[C:8]2=[O:22])[CH2:15][CH:16]2[CH2:17][CH2:18][CH2:19][CH2:20][CH2:21]2)=[N:39][CH:40]=1. (9) Reactant: Cl[C:2]1[N:10]=[CH:9][C:8]([F:11])=[CH:7][C:3]=1[C:4]([OH:6])=[O:5].[CH3:12][O:13][CH2:14][CH2:15][OH:16].[H-].[Na+]. Product: [F:11][C:8]1[CH:9]=[N:10][C:2]([O:16][CH2:15][CH2:14][O:13][CH3:12])=[C:3]([CH:7]=1)[C:4]([OH:6])=[O:5]. The catalyst class is: 464. (10) Reactant: C([N:8](CC1C=CC=CC=1)[C:9]1([CH2:13][NH:14][C:15]2[C:24]3[C:19](=[CH:20][CH:21]=[C:22]([CH3:25])[CH:23]=3)[N:18]=[C:17]([N:26]3[CH2:32][CH2:31][C:30]([F:34])([F:33])[C:29]4[CH:35]=[CH:36][CH:37]=[CH:38][C:28]=4[CH2:27]3)[N:16]=2)[CH2:12][O:11][CH2:10]1)C1C=CC=CC=1. Product: [NH2:8][C:9]1([CH2:13][NH:14][C:15]2[C:24]3[C:19](=[CH:20][CH:21]=[C:22]([CH3:25])[CH:23]=3)[N:18]=[C:17]([N:26]3[CH2:32][CH2:31][C:30]([F:34])([F:33])[C:29]4[CH:35]=[CH:36][CH:37]=[CH:38][C:28]=4[CH2:27]3)[N:16]=2)[CH2:10][O:11][CH2:12]1. The catalyst class is: 105.